Task: Predict the reaction yield, written as a fraction of the theoretical maximum amount of product (1.0 means a 100% yield; for example, 0.34 means a 34% yield).. Dataset: Reaction yield outcomes from USPTO patents with 853,638 reactions (1) The reactants are [F:1][C:2]([C:5]1[O:9][N:8]=[C:7]([C:10]2[S:14][C:13]([S:15]([OH:18])(=O)=[O:16])=[CH:12][CH:11]=2)[CH:6]=1)([F:4])[CH3:3].CN(C)C=O.S(Cl)([Cl:26])=O. No catalyst specified. The product is [F:1][C:2]([C:5]1[O:9][N:8]=[C:7]([C:10]2[S:14][C:13]([S:15]([Cl:26])(=[O:18])=[O:16])=[CH:12][CH:11]=2)[CH:6]=1)([F:4])[CH3:3]. The yield is 0.680. (2) The reactants are [H-].[Al+3].[Li+].[H-].[H-].[H-].[CH2:7]1[C:19]2[N:11]([C:12]3[C:17]([N:18]=2)=[CH:16][C:15]([C:20](OCC)=[O:21])=[CH:14][CH:13]=3)[CH2:10][CH2:9][S:8]1.C(=O)(O)[O-].[Na+].C(OCC)(=O)C. The catalyst is O1CCCC1. The product is [CH2:7]1[C:19]2[N:11]([C:12]3[C:17]([N:18]=2)=[CH:16][C:15]([CH2:20][OH:21])=[CH:14][CH:13]=3)[CH2:10][CH2:9][S:8]1. The yield is 0.680. (3) The reactants are [CH3:1][O:2][C:3]1[N:8]=[CH:7][C:6]([NH:9][C:10](=[O:35])[C:11]2[CH:16]=[C:15]([CH2:17][C:18]3[C:19](=[O:30])[C:20]([O:28][CH3:29])=[C:21]([O:26][CH3:27])[C:22](=[O:25])[C:23]=3[CH3:24])[CH:14]=[CH:13][C:12]=2[O:31]C(=O)C)=[CH:5][CH:4]=1.C(=O)([O-])O.[Na+]. The catalyst is CO.O. The product is [CH3:1][O:2][C:3]1[N:8]=[CH:7][C:6]([NH:9][C:10](=[O:35])[C:11]2[CH:16]=[C:15]([CH2:17][C:18]3[C:19](=[O:30])[C:20]([O:28][CH3:29])=[C:21]([O:26][CH3:27])[C:22](=[O:25])[C:23]=3[CH3:24])[CH:14]=[CH:13][C:12]=2[OH:31])=[CH:5][CH:4]=1. The yield is 0.840. (4) The reactants are [CH2:1]([O:3][C:4]([N:6]=[C:7]=[S:8])=[O:5])[CH3:2].[NH2:9][C:10]1[CH:14]=[CH:13][NH:12][N:11]=1.O. The catalyst is CC(C)=O. The product is [NH:11]1[C:10]([NH:9][C:7]([NH:6][C:4](=[O:5])[O:3][CH2:1][CH3:2])=[S:8])=[CH:14][CH:13]=[N:12]1. The yield is 0.900.